From a dataset of Forward reaction prediction with 1.9M reactions from USPTO patents (1976-2016). Predict the product of the given reaction. (1) Given the reactants [Cl:1][C:2]1[CH:3]=[C:4]2[C:8](=[CH:9][C:10]=1[Cl:11])[C:7](=[O:12])[N:6]([CH2:13][CH:14]([C:19]1([CH3:24])OCC[O:20]1)[C:15]([O:17][CH3:18])=[O:16])[C:5]2=[O:25].O.C1(C)C=CC(S(O)(=O)=O)=CC=1, predict the reaction product. The product is: [Cl:11][C:10]1[CH:9]=[C:8]2[C:4](=[CH:3][C:2]=1[Cl:1])[C:5](=[O:25])[N:6]([CH2:13][CH:14]([C:19](=[O:20])[CH3:24])[C:15]([O:17][CH3:18])=[O:16])[C:7]2=[O:12]. (2) Given the reactants Br[C:2]1[CH:7]=[CH:6][C:5]([CH2:8][O:9][CH2:10][C@@H:11]([CH3:15])[CH2:12][O:13][CH3:14])=[CH:4][CH:3]=1.[CH2:16]([O:23][C:24]([NH:26][CH2:27][CH2:28][C:29]1[CH:34]=[CH:33][CH:32]=[CH:31][C:30]=1[C:35]1[CH:40]=[CH:39][C:38]([CH:41]2[C:46](=[O:47])[CH2:45][CH2:44][N:43]([C:48]([O:50][C:51]([CH3:54])([CH3:53])[CH3:52])=[O:49])[CH2:42]2)=[C:37]([CH3:55])[CH:36]=1)=[O:25])[C:17]1[CH:22]=[CH:21][CH:20]=[CH:19][CH:18]=1, predict the reaction product. The product is: [CH2:16]([O:23][C:24]([NH:26][CH2:27][CH2:28][C:29]1[CH:34]=[CH:33][CH:32]=[CH:31][C:30]=1[C:35]1[CH:40]=[CH:39][C:38]([C@@H:41]2[C@@:46]([OH:47])([C:2]3[CH:7]=[CH:6][C:5]([CH2:8][O:9][CH2:10][C@@H:11]([CH3:15])[CH2:12][O:13][CH3:14])=[CH:4][CH:3]=3)[CH2:45][CH2:44][N:43]([C:48]([O:50][C:51]([CH3:53])([CH3:52])[CH3:54])=[O:49])[CH2:42]2)=[C:37]([CH3:55])[CH:36]=1)=[O:25])[C:17]1[CH:22]=[CH:21][CH:20]=[CH:19][CH:18]=1. (3) The product is: [C:31]([O:30][C:28]([N:11]1[CH2:12][CH2:13][C:8]([C:5]2[CH:6]=[CH:7][C:2]([Br:1])=[CH:3][CH:4]=2)([C:14]2[CH:15]=[CH:16][C:17]([Cl:20])=[CH:18][CH:19]=2)[CH2:9][CH2:10]1)=[O:29])([CH3:34])([CH3:33])[CH3:32]. Given the reactants [Br:1][C:2]1[CH:7]=[CH:6][C:5]([C:8]2([C:14]3[CH:19]=[CH:18][C:17]([Cl:20])=[CH:16][CH:15]=3)[CH2:13][CH2:12][NH:11][CH2:10][CH2:9]2)=[CH:4][CH:3]=1.C(N(CC)CC)C.[C:28](O[C:28]([O:30][C:31]([CH3:34])([CH3:33])[CH3:32])=[O:29])([O:30][C:31]([CH3:34])([CH3:33])[CH3:32])=[O:29].O, predict the reaction product. (4) Given the reactants C(OC(=O)[NH:7][CH:8]1[CH2:13][CH2:12][N:11]([CH2:14][CH2:15][C:16]2[C:25]3[C:20](=[CH:21][CH:22]=[C:23]([O:26][CH3:27])[CH:24]=3)[N:19]=[CH:18][C:17]=2[Cl:28])[CH2:10][CH2:9]1)(C)(C)C.C(O)(C(F)(F)F)=O, predict the reaction product. The product is: [Cl:28][C:17]1[CH:18]=[N:19][C:20]2[C:25]([C:16]=1[CH2:15][CH2:14][N:11]1[CH2:10][CH2:9][CH:8]([NH2:7])[CH2:13][CH2:12]1)=[CH:24][C:23]([O:26][CH3:27])=[CH:22][CH:21]=2. (5) Given the reactants Cl[CH2:2][C:3]1[C:12]2[C:7](=[CH:8][C:9]([O:13][CH2:14][C:15]3[CH:20]=[CH:19][CH:18]=[C:17]([Cl:21])[CH:16]=3)=[CH:10][CH:11]=2)[O:6][C:5](=[O:22])[CH:4]=1.C([O-])([O-])=O.[K+].[K+].[CH2:29]([NH2:36])[C:30]1[CH:35]=[CH:34][CH:33]=[CH:32][CH:31]=1, predict the reaction product. The product is: [CH2:29]([NH:36][CH2:2][C:3]1[C:12]2[C:7](=[CH:8][C:9]([O:13][CH2:14][C:15]3[CH:20]=[CH:19][CH:18]=[C:17]([Cl:21])[CH:16]=3)=[CH:10][CH:11]=2)[O:6][C:5](=[O:22])[CH:4]=1)[C:30]1[CH:35]=[CH:34][CH:33]=[CH:32][CH:31]=1. (6) The product is: [CH2:27]([O:34][C:35](=[O:48])[CH:36]([NH:40][C:41]([O:43][C:44]([CH3:47])([CH3:46])[CH3:45])=[O:42])[CH2:37][CH2:38][I:25])[C:28]1[CH:33]=[CH:32][CH:31]=[CH:30][CH:29]=1. Given the reactants C1(P(C2C=CC=CC=2)C2C=CC=CC=2)C=CC=CC=1.N1C=CN=C1.[I:25]I.[CH2:27]([O:34][C:35](=[O:48])[CH:36]([NH:40][C:41]([O:43][C:44]([CH3:47])([CH3:46])[CH3:45])=[O:42])[CH2:37][CH2:38]O)[C:28]1[CH:33]=[CH:32][CH:31]=[CH:30][CH:29]=1, predict the reaction product. (7) Given the reactants [OH:1][C:2]1([CH2:9][NH:10][C:11]([C:13]2[C:14]3[CH:15]=[CH:16][C:17](Cl)=[N:18][C:19]=3[CH:20]=[CH:21][C:22]=2[Cl:23])=[O:12])[CH2:7][CH2:6][CH2:5][CH:4]([CH3:8])[CH2:3]1.C(=O)([O-])[O-].[Cs+].[Cs+].CC1(C)C(C)(C)OB([C:39]2[CH2:43][CH2:42][C:41](=[O:44])[CH:40]=2)O1, predict the reaction product. The product is: [OH:1][C:2]1([CH2:9][NH:10][C:11]([C:13]2[C:14]3[CH:15]=[CH:16][C:17]([C:39]4[CH2:43][CH2:42][C:41](=[O:44])[CH:40]=4)=[N:18][C:19]=3[CH:20]=[CH:21][C:22]=2[Cl:23])=[O:12])[CH2:7][CH2:6][CH2:5][CH:4]([CH3:8])[CH2:3]1. (8) Given the reactants [CH3:1][O:2][C:3](=[O:31])[C:4](C)([C:10]1[C:15]([CH3:16])=[CH:14][CH:13]=[C:12]([CH:17]2[CH2:19][CH2:18]2)[C:11]=1[C:20]1[CH:21]=[C:22]2[C:27](=[CH:28][CH:29]=1)[O:26][CH2:25][CH2:24][CH2:23]2)[O:5]S(C)(=O)=O.FC(F)(F)C(O)=O.C(=O)(O)[O-].[Na+].[CH:44]1(O)[CH2:47][CH2:46][CH2:45]1, predict the reaction product. The product is: [CH3:1][O:2][C:3](=[O:31])[CH:4]([C:10]1[C:15]([CH3:16])=[CH:14][CH:13]=[C:12]([CH:17]2[CH2:19][CH2:18]2)[C:11]=1[C:20]1[CH:21]=[C:22]2[C:27](=[CH:28][CH:29]=1)[O:26][CH2:25][CH2:24][CH2:23]2)[O:5][CH:44]1[CH2:47][CH2:46][CH2:45]1. (9) Given the reactants C([Li])(C)(C)C.BrC1C(C)=CC(C)=CC=1C.[CH3:16][O:17][C:18]1[CH:23]=[CH:22][N:21]=[CH:20][CH:19]=1.CN([CH:27]=[O:28])C, predict the reaction product. The product is: [CH3:16][O:17][C:18]1[CH:23]=[CH:22][N:21]=[CH:20][C:19]=1[CH:27]=[O:28].